This data is from NCI-60 drug combinations with 297,098 pairs across 59 cell lines. The task is: Regression. Given two drug SMILES strings and cell line genomic features, predict the synergy score measuring deviation from expected non-interaction effect. (1) Drug 1: CC1C(C(=O)NC(C(=O)N2CCCC2C(=O)N(CC(=O)N(C(C(=O)O1)C(C)C)C)C)C(C)C)NC(=O)C3=C4C(=C(C=C3)C)OC5=C(C(=O)C(=C(C5=N4)C(=O)NC6C(OC(=O)C(N(C(=O)CN(C(=O)C7CCCN7C(=O)C(NC6=O)C(C)C)C)C)C(C)C)C)N)C. Drug 2: CC1=C(C(CCC1)(C)C)C=CC(=CC=CC(=CC(=O)O)C)C. Cell line: EKVX. Synergy scores: CSS=13.4, Synergy_ZIP=-4.10, Synergy_Bliss=-2.15, Synergy_Loewe=3.11, Synergy_HSA=2.61. (2) Drug 1: C1C(C(OC1N2C=C(C(=O)NC2=O)F)CO)O. Drug 2: CCC1(CC2CC(C3=C(CCN(C2)C1)C4=CC=CC=C4N3)(C5=C(C=C6C(=C5)C78CCN9C7C(C=CC9)(C(C(C8N6C=O)(C(=O)OC)O)OC(=O)C)CC)OC)C(=O)OC)O.OS(=O)(=O)O. Cell line: UO-31. Synergy scores: CSS=23.2, Synergy_ZIP=-5.83, Synergy_Bliss=0.990, Synergy_Loewe=-17.2, Synergy_HSA=0.739. (3) Drug 1: COC1=C(C=C2C(=C1)N=CN=C2NC3=CC(=C(C=C3)F)Cl)OCCCN4CCOCC4. Drug 2: CC12CCC3C(C1CCC2O)C(CC4=C3C=CC(=C4)O)CCCCCCCCCS(=O)CCCC(C(F)(F)F)(F)F. Cell line: OVCAR-5. Synergy scores: CSS=55.0, Synergy_ZIP=1.22, Synergy_Bliss=2.37, Synergy_Loewe=2.77, Synergy_HSA=4.16. (4) Drug 1: CC1=C(N=C(N=C1N)C(CC(=O)N)NCC(C(=O)N)N)C(=O)NC(C(C2=CN=CN2)OC3C(C(C(C(O3)CO)O)O)OC4C(C(C(C(O4)CO)O)OC(=O)N)O)C(=O)NC(C)C(C(C)C(=O)NC(C(C)O)C(=O)NCCC5=NC(=CS5)C6=NC(=CS6)C(=O)NCCC[S+](C)C)O. Drug 2: C1CCC(C(C1)N)N.C(=O)(C(=O)[O-])[O-].[Pt+4]. Cell line: MDA-MB-435. Synergy scores: CSS=25.4, Synergy_ZIP=-9.77, Synergy_Bliss=-3.26, Synergy_Loewe=-1.98, Synergy_HSA=1.03.